From a dataset of Full USPTO retrosynthesis dataset with 1.9M reactions from patents (1976-2016). Predict the reactants needed to synthesize the given product. (1) Given the product [CH2:1]([O:3][C:4](=[O:24])[CH:5]([O:21][CH2:22][CH3:23])[CH2:6][C:7]1[CH:12]=[CH:11][CH:10]=[C:9]([OH:13])[CH:8]=1)[CH3:2], predict the reactants needed to synthesize it. The reactants are: [CH2:1]([O:3][C:4](=[O:24])[C:5]([O:21][CH2:22][CH3:23])=[CH:6][C:7]1[CH:12]=[CH:11][CH:10]=[C:9]([O:13]CC2C=CC=CC=2)[CH:8]=1)[CH3:2]. (2) Given the product [C:24]([O:23][C:22]([NH:21][CH2:20][CH2:19][NH:5][C@@H:4]([CH2:6][C:7]1[N:11]=[CH:10][NH:9][CH:8]=1)[C:3]([O:2][CH3:1])=[O:12])=[O:28])([CH3:27])([CH3:26])[CH3:25], predict the reactants needed to synthesize it. The reactants are: [CH3:1][O:2][C:3](=[O:12])[C@H:4]([CH2:6][C:7]1[N:11]=[CH:10][NH:9][CH:8]=1)[NH2:5].C([O-])(=O)C.[Na+].O=[CH:19][CH2:20][NH:21][C:22](=[O:28])[O:23][C:24]([CH3:27])([CH3:26])[CH3:25].C([BH3-])#N.[Na+].Cl.C(=O)([O-])[O-].[Na+].[Na+]. (3) Given the product [NH2:31][C:29]1[CH:28]=[CH:27][C:3]([O:4][C:5]2[CH:10]=[CH:9][N:8]=[CH:7][C:6]=2[C:11]#[C:12][C:13]2[CH2:18][CH2:17][CH:16]([NH:19][C:20](=[O:26])[O:21][C:22]([CH3:23])([CH3:24])[CH3:25])[CH2:15][CH:14]=2)=[C:2]([F:1])[CH:30]=1, predict the reactants needed to synthesize it. The reactants are: [F:1][C:2]1[CH:30]=[C:29]([N+:31]([O-])=O)[CH:28]=[CH:27][C:3]=1[O:4][C:5]1[CH:10]=[CH:9][N:8]=[CH:7][C:6]=1[C:11]#[C:12][C:13]1[CH2:18][CH2:17][CH:16]([NH:19][C:20](=[O:26])[O:21][C:22]([CH3:25])([CH3:24])[CH3:23])[CH2:15][CH:14]=1.[NH4+].[Cl-].CN(C=O)C.O. (4) Given the product [Cl:1][C:2]1[N:7]2[N:8]=[C:9]([C:11]3[CH:16]=[CH:15][C:14]([O:17][CH3:18])=[CH:13][CH:12]=3)[C:10]([C:19](=[O:21])[CH3:20])=[C:6]2[CH:5]=[CH:4][CH:3]=1, predict the reactants needed to synthesize it. The reactants are: [Cl:1][C:2]1[N:7]2[N:8]=[C:9]([C:11]3[CH:16]=[CH:15][C:14]([O:17][CH3:18])=[CH:13][CH:12]=3)[CH:10]=[C:6]2[CH:5]=[CH:4][CH:3]=1.[C:19](OC(=O)C)(=[O:21])[CH3:20].B(F)(F)F. (5) Given the product [N:1]1[CH:6]=[CH:5][CH:4]=[C:3]([NH:7][C:8]([N:24]2[CH2:29][CH2:28][C:27](=[C:30]([C:32]3[CH:48]=[CH:47][CH:46]=[C:34]([O:35][C:36]4[CH:41]=[CH:40][C:39]([C:42]([F:45])([F:43])[F:44])=[CH:38][N:37]=4)[CH:33]=3)[CH3:31])[CH2:26][CH2:25]2)=[O:9])[CH:2]=1, predict the reactants needed to synthesize it. The reactants are: [N:1]1[CH:6]=[CH:5][CH:4]=[C:3]([NH:7][C:8](=O)[O:9]C2C=CC=CC=2)[CH:2]=1.FC(F)(F)C(O)=O.[NH:24]1[CH2:29][CH2:28][C:27](=[C:30]([C:32]2[CH:33]=[C:34]([CH:46]=[CH:47][CH:48]=2)[O:35][C:36]2[CH:41]=[CH:40][C:39]([C:42]([F:45])([F:44])[F:43])=[CH:38][N:37]=2)[CH3:31])[CH2:26][CH2:25]1.C(N(CC)CC)C.O. (6) Given the product [CH2:25]([C:23]1[S:22][C:18]2[N:19]=[CH:20][N:21]=[C:16]([N:11]3[CH2:12][CH2:13][N:8]([C:1]([O:3][C:4]([CH3:7])([CH3:6])[CH3:5])=[O:2])[CH2:9][C@@H:10]3[CH3:14])[C:17]=2[CH:24]=1)[CH3:26], predict the reactants needed to synthesize it. The reactants are: [C:1]([N:8]1[CH2:13][CH2:12][NH:11][C@@H:10]([CH3:14])[CH2:9]1)([O:3][C:4]([CH3:7])([CH3:6])[CH3:5])=[O:2].Cl[C:16]1[C:17]2[CH:24]=[C:23]([CH2:25][CH3:26])[S:22][C:18]=2[N:19]=[CH:20][N:21]=1. (7) Given the product [CH2:17]([O:19][C:20]([C:22]1[C:26]([C:27]2[CH:32]=[CH:31][C:30]([O:33][CH3:34])=[CH:29][CH:28]=2)=[C:25]([CH:35]=[C:9]2[C:8]3[C:12](=[CH:13][CH:14]=[CH:15][C:7]=3[C:4]3[CH:5]=[CH:6][N:1]=[CH:2][CH:3]=3)[NH:11][C:10]2=[O:16])[NH:24][CH:23]=1)=[O:21])[CH3:18], predict the reactants needed to synthesize it. The reactants are: [N:1]1[CH:6]=[CH:5][C:4]([C:7]2[CH:15]=[CH:14][CH:13]=[C:12]3[C:8]=2[CH2:9][C:10](=[O:16])[NH:11]3)=[CH:3][CH:2]=1.[CH2:17]([O:19][C:20]([C:22]1[C:26]([C:27]2[CH:32]=[CH:31][C:30]([O:33][CH3:34])=[CH:29][CH:28]=2)=[C:25]([CH:35]=O)[NH:24][CH:23]=1)=[O:21])[CH3:18]. (8) The reactants are: [F:1][C:2]([F:16])([F:15])[C:3]1[CH:14]=[CH:13][C:6]([CH:7]=[C:8]([C:11]#[N:12])[C:9]#[N:10])=[CH:5][CH:4]=1.[BH4-].[Na+].Cl. Given the product [F:1][C:2]([F:15])([F:16])[C:3]1[CH:4]=[CH:5][C:6]([CH2:7][CH:8]([C:11]#[N:12])[C:9]#[N:10])=[CH:13][CH:14]=1, predict the reactants needed to synthesize it. (9) The reactants are: C(O)#C[OH:3].[CH3:5][C@H:6]1[C:13](S[C@@H]2CN[C@H]([C@H](O)[C@H]3CNCC3)C2)=C(C(O)=O)N2[C@H:7]1[C@@H:8]([C@H:30](O)[CH3:31])[C:9]2=O.Cl. Given the product [CH3:5][CH:6]([CH2:7][C:8]([OH:3])([C:30]#[CH:31])[CH3:9])[CH3:13], predict the reactants needed to synthesize it. (10) Given the product [OH:17][CH2:12][CH2:13][CH2:14][C:15]#[C:16][C:2]1[CH:11]=[CH:10][C:5]([C:6]([O:8][CH3:9])=[O:7])=[CH:4][CH:3]=1, predict the reactants needed to synthesize it. The reactants are: I[C:2]1[CH:11]=[CH:10][C:5]([C:6]([O:8][CH3:9])=[O:7])=[CH:4][CH:3]=1.[CH2:12]([OH:17])[CH2:13][CH2:14][C:15]#[CH:16].